From a dataset of Tyrosyl-DNA phosphodiesterase HTS with 341,365 compounds. Binary Classification. Given a drug SMILES string, predict its activity (active/inactive) in a high-throughput screening assay against a specified biological target. (1) The molecule is O(c1cc(c2c3n(nc2C)c(c(cn3)C(=O)NCCc2ccccc2)C)ccc1OCC)CC. The result is 0 (inactive). (2) The compound is Clc1ccc(OCC(=O)NCc2oc(SCC(=O)N3CCC(CC3)C)nn2)cc1. The result is 0 (inactive). (3) The molecule is Fc1c(CN2CC(CCC2=O)C(=O)NCc2n3c(nc2)cccc3)cccc1. The result is 0 (inactive).